From a dataset of Reaction yield outcomes from USPTO patents with 853,638 reactions. Predict the reaction yield, written as a fraction of the theoretical maximum amount of product (1.0 means a 100% yield; for example, 0.34 means a 34% yield). (1) The reactants are [Cl-].O[NH3+:3].[C:4](=[O:7])([O-])[OH:5].[Na+].CS(C)=O.[CH2:13]([C:17]1[N:18]=[C:19]([CH3:47])[N:20]([CH2:39][C:40]2[CH:44]=[C:43]([CH3:45])[N:42]([CH3:46])[N:41]=2)[C:21](=[O:38])[C:22]=1[CH2:23][C:24]1[CH:29]=[CH:28][C:27]([C:30]2[C:31]([C:36]#[N:37])=[CH:32][CH:33]=[CH:34][CH:35]=2)=[CH:26][CH:25]=1)[CH2:14][CH2:15][CH3:16]. The catalyst is C(OCC)(=O)C. The product is [CH2:13]([C:17]1[N:18]=[C:19]([CH3:47])[N:20]([CH2:39][C:40]2[CH:44]=[C:43]([CH3:45])[N:42]([CH3:46])[N:41]=2)[C:21](=[O:38])[C:22]=1[CH2:23][C:24]1[CH:25]=[CH:26][C:27]([C:30]2[CH:35]=[CH:34][CH:33]=[CH:32][C:31]=2[C:36]2[NH:3][C:4](=[O:7])[O:5][N:37]=2)=[CH:28][CH:29]=1)[CH2:14][CH2:15][CH3:16]. The yield is 0.270. (2) The reactants are [C:1](Cl)(=[O:3])[CH3:2].[N+:5]([C:8]1[CH:9]=[CH:10][C:11]2[CH2:17][CH2:16][CH2:15][CH2:14][NH:13][C:12]=2[CH:18]=1)([O-:7])=[O:6].C([O-])(O)=O.[Na+]. The catalyst is C(Cl)Cl. The product is [N+:5]([C:8]1[CH:9]=[CH:10][C:11]2[CH2:17][CH2:16][CH2:15][CH2:14][N:13]([C:1](=[O:3])[CH3:2])[C:12]=2[CH:18]=1)([O-:7])=[O:6]. The yield is 0.800. (3) The reactants are [F:1][C:2]1[CH:3]=[CH:4][C:5]([O:10][C:11]2[CH:20]=[CH:19][C:14]3[C:15]([CH3:18])=[N:16][O:17][C:13]=3[CH:12]=2)=[C:6]([CH:9]=1)[C:7]#[N:8].[Br:21]N1C(=O)CCC1=O.C(OOC(=O)C1C=CC=CC=1)(=O)C1C=CC=CC=1. The catalyst is ClC1C=CC=CC=1Cl. The product is [Br:21][CH2:18][C:15]1[C:14]2[CH:19]=[CH:20][C:11]([O:10][C:5]3[CH:4]=[CH:3][C:2]([F:1])=[CH:9][C:6]=3[C:7]#[N:8])=[CH:12][C:13]=2[O:17][N:16]=1. The yield is 0.260. (4) The reactants are [Si]([O:8][CH2:9][CH2:10][NH:11][C:12]([C:14]1[N:15]=[C:16]([N:19]2[CH2:22][CH:21]([S:23][C:24]3[C@H:25]([CH3:48])[C@@H:26]4[C@@H:43]([C@H:44]([OH:46])[CH3:45])[C:42](=[O:47])[N:27]4[C:28]=3[C:29]([O:31][CH2:32][C:33]3[CH:38]=[CH:37][C:36]([N+:39]([O-:41])=[O:40])=[CH:35][CH:34]=3)=[O:30])[CH2:20]2)[S:17][CH:18]=1)=[O:13])(C(C)(C)C)(C)C.C(O)(=O)C.[F-].C([N+](CCCC)(CCCC)CCCC)CCC. The catalyst is O1CCCC1. The product is [OH:8][CH2:9][CH2:10][NH:11][C:12]([C:14]1[N:15]=[C:16]([N:19]2[CH2:20][CH:21]([S:23][C:24]3[C@H:25]([CH3:48])[C@@H:26]4[C@@H:43]([C@H:44]([OH:46])[CH3:45])[C:42](=[O:47])[N:27]4[C:28]=3[C:29]([O:31][CH2:32][C:33]3[CH:38]=[CH:37][C:36]([N+:39]([O-:41])=[O:40])=[CH:35][CH:34]=3)=[O:30])[CH2:22]2)[S:17][CH:18]=1)=[O:13]. The yield is 0.750. (5) The reactants are Cl.[NH:2]1[CH2:6][CH2:5][CH2:4][C@H:3]1[C:7]([O:9][CH3:10])=[O:8].C(=O)([O-])[O-].[Na+].[Na+].[Cl:17][C:18]1[CH:23]=[CH:22][C:21]([S:24](Cl)(=[O:26])=[O:25])=[CH:20][C:19]=1[N+:28]([O-:30])=[O:29].Cl. The catalyst is O.C(OCC)(=O)C. The product is [Cl:17][C:18]1[CH:23]=[CH:22][C:21]([S:24]([N:2]2[CH2:6][CH2:5][CH2:4][C@H:3]2[C:7]([O:9][CH3:10])=[O:8])(=[O:26])=[O:25])=[CH:20][C:19]=1[N+:28]([O-:30])=[O:29]. The yield is 0.900. (6) The reactants are Br[C:2]1[CH:3]=[CH:4][C:5]2[N:9]=[C:8]([O:10][CH2:11][C:12]([F:15])([F:14])[F:13])[N:7]([C:16]3[CH:21]=[CH:20][N:19]=[C:18]([NH2:22])[N:17]=3)[C:6]=2[CH:23]=1.[N:24]1[CH:29]=[CH:28][CH:27]=[N:26][C:25]=1[C:30]([OH:34])([C:32]#[CH:33])[CH3:31].C(N(CC)CC)C. The catalyst is CS(C)=O.Cl[Pd](Cl)([P](C1C=CC=CC=1)(C1C=CC=CC=1)C1C=CC=CC=1)[P](C1C=CC=CC=1)(C1C=CC=CC=1)C1C=CC=CC=1. The product is [NH2:22][C:18]1[N:17]=[C:16]([N:7]2[C:6]3[CH:23]=[C:2]([C:33]#[C:32][C:30]([C:25]4[N:24]=[CH:29][CH:28]=[CH:27][N:26]=4)([OH:34])[CH3:31])[CH:3]=[CH:4][C:5]=3[N:9]=[C:8]2[O:10][CH2:11][C:12]([F:15])([F:14])[F:13])[CH:21]=[CH:20][N:19]=1. The yield is 0.130. (7) The reactants are O[Li].O.[CH3:4][C@H:5]1[C:13]2[C:12]([N:14]3[CH2:19][CH2:18][N:17]([C:20]([O:22][C:23]([CH3:26])([CH3:25])[CH3:24])=[O:21])[CH2:16][CH2:15]3)=[N:11][CH:10]=[N:9][C:8]=2[C@H:7]([O:27]C(=O)C2C=CC([N+]([O-])=O)=CC=2)[CH2:6]1.C1COCC1. The catalyst is O. The product is [OH:27][C@H:7]1[C:8]2[N:9]=[CH:10][N:11]=[C:12]([N:14]3[CH2:19][CH2:18][N:17]([C:20]([O:22][C:23]([CH3:26])([CH3:25])[CH3:24])=[O:21])[CH2:16][CH2:15]3)[C:13]=2[C@H:5]([CH3:4])[CH2:6]1. The yield is 1.00.